This data is from Full USPTO retrosynthesis dataset with 1.9M reactions from patents (1976-2016). The task is: Predict the reactants needed to synthesize the given product. (1) Given the product [CH2:22]([N:9]([C:6]1[CH:5]=[CH:4][C:3]([C:1]#[N:2])=[CH:8][CH:7]=1)[C:10](=[O:19])[CH2:11][CH:12]([CH3:18])[CH2:13][C:14]([O:16][CH3:17])=[O:15])[C:23]1[CH:28]=[CH:27][CH:26]=[CH:25][CH:24]=1, predict the reactants needed to synthesize it. The reactants are: [C:1]([C:3]1[CH:8]=[CH:7][C:6]([NH:9][C:10](=[O:19])[CH2:11][CH:12]([CH3:18])[CH2:13][C:14]([O:16][CH3:17])=[O:15])=[CH:5][CH:4]=1)#[N:2].[H-].[Na+].[CH2:22](Br)[C:23]1[CH:28]=[CH:27][CH:26]=[CH:25][CH:24]=1.O. (2) Given the product [O:25]=[C:15]1[NH:14][CH:13]=[CH:12][C:11]2[N:10]=[C:9]([C:6]3[CH:7]=[CH:8][C:3]([CH:2]=[O:1])=[CH:4][CH:5]=3)[C:18]([C:19]3[CH:24]=[CH:23][CH:22]=[CH:21][CH:20]=3)=[CH:17][C:16]1=2, predict the reactants needed to synthesize it. The reactants are: [OH:1][CH2:2][C:3]1[CH:8]=[CH:7][C:6]([C:9]2[C:18]([C:19]3[CH:24]=[CH:23][CH:22]=[CH:21][CH:20]=3)=[CH:17][C:16]3[C:15](=[O:25])[NH:14][CH:13]=[CH:12][C:11]=3[N:10]=2)=[CH:5][CH:4]=1. (3) The reactants are: [Br-].[CH2:2]([N+:9]1[CH:14]=[CH:13][C:12]([C:15]2[CH:20]=[CH:19][C:18]([C@@H:21]([NH:23][C:24](=[O:27])[CH2:25][CH3:26])[CH3:22])=[CH:17][CH:16]=2)=[CH:11][CH:10]=1)[C:3]1[CH:8]=[CH:7][CH:6]=[CH:5][CH:4]=1.[BH4-].[Na+]. Given the product [CH2:2]([N:9]1[CH2:10][CH:11]=[C:12]([C:15]2[CH:16]=[CH:17][C:18]([C@@H:21]([NH:23][C:24](=[O:27])[CH2:25][CH3:26])[CH3:22])=[CH:19][CH:20]=2)[CH2:13][CH2:14]1)[C:3]1[CH:4]=[CH:5][CH:6]=[CH:7][CH:8]=1, predict the reactants needed to synthesize it. (4) Given the product [C:1]([N:4]1[C:12]2[C:7](=[CH:8][C:9]([C:17]3[CH:18]=[CH:19][N:14]=[CH:15][CH:16]=3)=[CH:10][CH:11]=2)[CH2:6][CH2:5]1)(=[O:3])[CH3:2], predict the reactants needed to synthesize it. The reactants are: [C:1]([N:4]1[C:12]2[C:7](=[CH:8][C:9](Br)=[CH:10][CH:11]=2)[CH2:6][CH2:5]1)(=[O:3])[CH3:2].[N:14]1[CH:19]=[CH:18][C:17](B(O)O)=[CH:16][CH:15]=1.ClCCl.P([O-])([O-])([O-])=O.[K+].[K+].[K+]. (5) Given the product [Cl:32][C:33]1[CH:41]=[CH:37][C:36]([F:42])=[C:35]([C:16]2[C:17]3[CH2:22][O:21][CH2:20][CH2:19][C:18]=3[N:14]([C:12]([NH:11][C@@H:6]([C:7]([CH3:8])([CH3:10])[CH3:9])[C:5]([NH:4][CH2:3][CH2:2][OH:1])=[O:31])=[O:13])[N:15]=2)[CH:34]=1, predict the reactants needed to synthesize it. The reactants are: [OH:1][CH2:2][CH2:3][NH:4][C:5](=[O:31])[C@@H:6]([NH:11][C:12]([N:14]1[C:18]2[CH2:19][CH2:20][O:21][CH2:22][C:17]=2[C:16](C2C=CC(F)=C(F)C=2)=[N:15]1)=[O:13])[C:7]([CH3:10])([CH3:9])[CH3:8].[Cl:32][C:33]1[CH:34]=[CH:35][C:36]([F:42])=[C:37]([CH:41]=1)C(Cl)=O.